This data is from Full USPTO retrosynthesis dataset with 1.9M reactions from patents (1976-2016). The task is: Predict the reactants needed to synthesize the given product. (1) Given the product [C:1]([O:5][C:6](=[O:24])[NH:7][C@@:8]12[CH2:23][O:22][CH2:21][CH:9]1[CH2:10][NH:11][CH2:12]2)([CH3:4])([CH3:2])[CH3:3], predict the reactants needed to synthesize it. The reactants are: [C:1]([O:5][C:6](=[O:24])[NH:7][C@@:8]12[CH2:23][O:22][CH2:21][CH:9]1[CH2:10][N:11]([C@@H](C1C=CC=CC=1)C)[CH2:12]2)([CH3:4])([CH3:3])[CH3:2]. (2) Given the product [CH3:36][O:35][C:34]([NH:33][C@@H:3]([CH:2]([CH3:38])[CH3:1])[C:4]([N:5]1[CH2:9][CH2:8][CH2:7][C@H:6]1[C:10]1[NH:14][C:13]2[C:15]3[C:20]([CH:21]=[CH:22][C:12]=2[N:11]=1)=[CH:19][C:18]([C:40]1[CH:41]=[C:42]2[C:64](=[CH:65][CH:66]=1)[C:46]1[NH:47][C:48]([C@@H:50]4[C@@H:55]5[CH2:56][C@@H:52]([CH2:53][CH2:54]5)[N:51]4[C:57]([O:59][C:60]([CH3:62])([CH3:63])[CH3:61])=[O:58])=[N:49][C:45]=1[CH:44]=[CH:43]2)=[CH:17][CH:16]=3)=[O:32])=[O:37], predict the reactants needed to synthesize it. The reactants are: [CH3:1][CH:2]([CH3:38])[C@H:3]([NH:33][C:34](=[O:37])[O:35][CH3:36])[C:4](=[O:32])[N:5]1[CH2:9][CH2:8][CH2:7][C@H:6]1[C:10]1[NH:14][C:13]2[C:15]3[C:20]([CH:21]=[CH:22][C:12]=2[N:11]=1)=[CH:19][C:18](B1OC(C)(C)C(C)(C)O1)=[CH:17][CH:16]=3.Br[C:40]1[CH:41]=[C:42]2[C:64](=[CH:65][CH:66]=1)[C:46]1[NH:47][C:48]([C@@H:50]3[C@@H:55]4[CH2:56][C@@H:52]([CH2:53][CH2:54]4)[N:51]3[C:57]([O:59][C:60]([CH3:63])([CH3:62])[CH3:61])=[O:58])=[N:49][C:45]=1[CH:44]=[CH:43]2.C([O-])([O-])=O.[K+].[K+]. (3) Given the product [CH2:1]([C@H:8]1[CH2:9][N:10]([C:14]2[CH:23]=[CH:22][C:21]([O:24][CH3:25])=[C:20]3[C:15]=2[CH:16]=[CH:17][C:18]([C:26]([F:29])([F:27])[F:28])=[N:19]3)[CH2:11][CH2:12][N:13]1[C:37](=[O:38])[CH2:36][C:33]1[NH:34][N:35]=[C:31]([CH3:30])[N:32]=1)[C:2]1[CH:7]=[CH:6][CH:5]=[CH:4][CH:3]=1, predict the reactants needed to synthesize it. The reactants are: [CH2:1]([C@@H:8]1[NH:13][CH2:12][CH2:11][N:10]([C:14]2[CH:23]=[CH:22][C:21]([O:24][CH3:25])=[C:20]3[C:15]=2[CH:16]=[CH:17][C:18]([C:26]([F:29])([F:28])[F:27])=[N:19]3)[CH2:9]1)[C:2]1[CH:7]=[CH:6][CH:5]=[CH:4][CH:3]=1.[CH3:30][C:31]1[NH:35][N:34]=[C:33]([CH2:36][C:37](O)=[O:38])[N:32]=1. (4) Given the product [CH3:1][O:2][C:3]1[CH:4]=[C:5]2[C:10](=[CH:11][C:12]=1[O:13][CH2:14][CH2:15][N:16]1[CH:20]=[N:19][CH:18]=[N:17]1)[N:9]=[CH:8][NH:7][C:6]2=[O:29], predict the reactants needed to synthesize it. The reactants are: [CH3:1][O:2][C:3]1[CH:4]=[C:5]2[C:10](=[CH:11][C:12]=1[O:13][CH2:14][CH2:15][N:16]1[CH:20]=[N:19][CH:18]=[N:17]1)[N:9]=[CH:8][N:7](COC(=O)C(C)(C)C)[C:6]2=[O:29]. (5) Given the product [CH:1]1([NH:4][C:5](=[O:31])[C:6]2[CH:11]=[C:10]([F:12])[C:9]([CH3:13])=[C:8]([C:14]3[CH:15]=[C:16]4[C:21](=[CH:22][CH:23]=3)[C:20](=[O:24])[N:19]([CH2:25][CH:26]3[CH2:28][CH2:27]3)[CH:18]=[C:17]4[CH2:29][N:36]3[CH2:37][CH2:38][C@@H:34]([NH:33][CH3:32])[CH2:35]3)[CH:7]=2)[CH2:3][CH2:2]1, predict the reactants needed to synthesize it. The reactants are: [CH:1]1([NH:4][C:5](=[O:31])[C:6]2[CH:11]=[C:10]([F:12])[C:9]([CH3:13])=[C:8]([C:14]3[CH:15]=[C:16]4[C:21](=[CH:22][CH:23]=3)[C:20](=[O:24])[N:19]([CH2:25][CH:26]3[CH2:28][CH2:27]3)[CH:18]=[C:17]4[CH:29]=O)[CH:7]=2)[CH2:3][CH2:2]1.[CH3:32][NH:33][C@@H:34]1[CH2:38][CH2:37][NH:36][CH2:35]1.